From a dataset of Reaction yield outcomes from USPTO patents with 853,638 reactions. Predict the reaction yield, written as a fraction of the theoretical maximum amount of product (1.0 means a 100% yield; for example, 0.34 means a 34% yield). (1) The reactants are COC[O:4][C:5]1[C:9](/[CH:10]=[CH:11]/[C:12]2[N:13]=[C:14]([N:18]3[CH2:23][CH2:22][O:21][CH2:20][CH2:19]3)[S:15][C:16]=2[CH3:17])=[CH:8][N:7]([C:24]2[CH:29]=[CH:28][CH:27]=[CH:26][CH:25]=2)[N:6]=1.[ClH:30]. The catalyst is CO. The product is [ClH:30].[CH3:17][C:16]1[S:15][C:14]([N:18]2[CH2:23][CH2:22][O:21][CH2:20][CH2:19]2)=[N:13][C:12]=1/[CH:11]=[CH:10]/[C:9]1[C:5]([OH:4])=[N:6][N:7]([C:24]2[CH:29]=[CH:28][CH:27]=[CH:26][CH:25]=2)[CH:8]=1. The yield is 1.00. (2) The reactants are C([N-]C(C)C)(C)C.[Li+].[O:9]=[C:10]1[CH2:15][CH2:14][N:13]([C:16]([O:18][C:19]([CH3:22])([CH3:21])[CH3:20])=[O:17])[CH2:12][CH2:11]1.C1C=CC(N([S:30]([C:33]([F:36])([F:35])[F:34])(=[O:32])=[O:31])[S:30]([C:33]([F:36])([F:35])[F:34])(=[O:32])=[O:31])=CC=1. The catalyst is C1COCC1. The product is [F:34][C:33]([F:36])([F:35])[S:30]([O:9][C:10]1[CH2:11][CH2:12][N:13]([C:16]([O:18][C:19]([CH3:22])([CH3:21])[CH3:20])=[O:17])[CH2:14][CH:15]=1)(=[O:32])=[O:31]. The yield is 0.500. (3) The reactants are Br[C:2]1[CH:7]=[CH:6][C:5]([O:8][CH3:9])=[C:4]([CH2:10][CH3:11])[CH:3]=1.[Li]CCCC.CCCCCC.CN([CH:26]=[O:27])C. The catalyst is C1COCC1. The product is [CH2:10]([C:4]1[CH:3]=[C:2]([CH:7]=[CH:6][C:5]=1[O:8][CH3:9])[CH:26]=[O:27])[CH3:11]. The yield is 0.420. (4) The reactants are [CH3:1][CH2:2][C@H:3]([C@H:11]([CH2:13][N:14]([CH3:16])[CH3:15])[CH3:12])[C:4]1[CH:5]=[CH:6][CH:7]=[C:8]([OH:10])[CH:9]=1.[C:17]([OH:26])(=[O:25])[C:18]1[C:19](=[CH:21][CH:22]=[CH:23][CH:24]=1)[OH:20]. The catalyst is C(#N)C. The product is [CH3:1][CH2:2][C@H:3]([C@H:11]([CH2:13][N:14]([CH3:16])[CH3:15])[CH3:12])[C:4]1[CH:5]=[CH:6][CH:7]=[C:8]([OH:10])[CH:9]=1.[C:17]([O-:26])(=[O:25])[C:18]1[C:19](=[CH:21][CH:22]=[CH:23][CH:24]=1)[OH:20]. The yield is 0.998. (5) The catalyst is O. The yield is 0.690. The product is [Cl:14][C:3]1[C:2]([I:1])=[CH:7][C:6]([N+:8]([O-:10])=[O:9])=[CH:5][N:4]=1. The reactants are [I:1][C:2]1[C:3](O)=[N:4][CH:5]=[C:6]([N+:8]([O-:10])=[O:9])[CH:7]=1.O=P(Cl)(Cl)[Cl:14].P(Cl)(Cl)(Cl)(Cl)Cl. (6) The reactants are [C:1]([C:4]1[CH:14]=[CH:13][C:12]2[CH:11]3[CH2:15][CH:7]([CH2:8][N:9]([C:16](=[O:21])C(F)(F)F)[CH2:10]3)[C:6]=2[CH:5]=1)(=[O:3])[CH3:2].[NH4+].[OH-].[C:24]([O:28]C(OC([O:28][C:24]([CH3:27])([CH3:26])[CH3:25])=O)=O)([CH3:27])([CH3:26])[CH3:25].O. The catalyst is CO. The product is [C:24]([O:28][C:16]([N:9]1[CH2:8][CH:7]2[CH2:15][CH:11]([C:12]3[CH:13]=[CH:14][C:4]([C:1](=[O:3])[CH3:2])=[CH:5][C:6]=32)[CH2:10]1)=[O:21])([CH3:27])([CH3:26])[CH3:25]. The yield is 1.00.